From a dataset of Forward reaction prediction with 1.9M reactions from USPTO patents (1976-2016). Predict the product of the given reaction. (1) Given the reactants [CH3:1][C:2]1([CH3:30])[C:6](=[O:7])[N:5]([C:8]2[CH:15]=[CH:14][C:11]([C:12]#[N:13])=[C:10]([C:16]([F:19])([F:18])[F:17])[CH:9]=2)[C:4](=[O:20])[N:3]1[CH2:21][CH2:22][CH2:23][O:24]C1CCCO1.CC1C=CC(S(O)(=O)=O)=CC=1, predict the reaction product. The product is: [OH:24][CH2:23][CH2:22][CH2:21][N:3]1[C:2]([CH3:30])([CH3:1])[C:6](=[O:7])[N:5]([C:8]2[CH:15]=[CH:14][C:11]([C:12]#[N:13])=[C:10]([C:16]([F:19])([F:17])[F:18])[CH:9]=2)[C:4]1=[O:20]. (2) Given the reactants C([O:5][CH2:6][CH2:7][O:8][C:9]1[CH:14]=[CH:13][C:12]([C@H:15]2[NH:19][C:18](=[O:20])[N:17]([C@H:21]([C:30]3[NH:31][C:32]([C:35]4[CH:40]=[CH:39][C:38]([C:41]#[CH:42])=[CH:37][C:36]=4[F:43])=[CH:33][N:34]=3)[C@H:22]([C:24]3[CH:29]=[CH:28][CH:27]=[CH:26][CH:25]=3)[CH3:23])[C:16]2=[O:44])=[CH:11][CH:10]=1)(C)(C)C.ClCCl.C(#N)C.[I-].[Na+].Cl[Si](C)(C)C, predict the reaction product. The product is: [C:41]([C:38]1[CH:39]=[CH:40][C:35]([C:32]2[NH:31][C:30]([C@@H:21]([N:17]3[C:16](=[O:44])[C@@H:15]([C:12]4[CH:11]=[CH:10][C:9]([O:8][CH2:7][CH2:6][OH:5])=[CH:14][CH:13]=4)[NH:19][C:18]3=[O:20])[C@H:22]([C:24]3[CH:25]=[CH:26][CH:27]=[CH:28][CH:29]=3)[CH3:23])=[N:34][CH:33]=2)=[C:36]([F:43])[CH:37]=1)#[CH:42]. (3) The product is: [OH:59][C:58]1[C:50]([CH:28]2[C:36]3[C:31](=[CH:32][CH:33]=[CH:34][C:35]=3[O:37][CH3:38])[N:30]([CH2:39][C:40]3[O:41][C:42]([C:45]([F:46])([F:48])[F:47])=[CH:43][CH:44]=3)[C:29]2=[O:49])=[CH:51][C:52]2[O:56][CH2:55][O:54][C:53]=2[CH:57]=1. Given the reactants C1(CCN2C3C(=CC=CC=3)C(O)(C3C(O)=CC4OCOC=4C=3)C2=O)CC1.O[C:28]1([C:50]2[C:58]([OH:59])=[CH:57][C:53]3[O:54][CH2:55][O:56][C:52]=3[CH:51]=2)[C:36]2[C:31](=[CH:32][CH:33]=[CH:34][C:35]=2[O:37][CH3:38])[N:30]([CH2:39][C:40]2[O:41][C:42]([C:45]([F:48])([F:47])[F:46])=[CH:43][CH:44]=2)[C:29]1=[O:49], predict the reaction product. (4) Given the reactants [CH3:1][O:2][C:3]1[CH:4]=[C:5]([CH:8]=[CH:9][C:10]=1[CH:11]=[C:12]([C:18]1[S:19][CH:20]=[C:21]([CH3:23])[N:22]=1)[C:13](=O)[CH2:14][O:15][CH3:16])[C:6]#[N:7].[NH2:24][C:25]([C:29]([F:32])([F:31])[F:30])=[CH:26][C:27]#[N:28].CC(C)([O-])C.[K+], predict the reaction product. The product is: [C:6]([C:5]1[CH:8]=[CH:9][C:10]([CH:11]2[C:12]([C:18]3[S:19][CH:20]=[C:21]([CH3:23])[N:22]=3)=[C:13]([CH2:14][O:15][CH3:16])[NH:24][C:25]([C:29]([F:32])([F:31])[F:30])=[C:26]2[C:27]#[N:28])=[C:3]([O:2][CH3:1])[CH:4]=1)#[N:7].